From a dataset of Forward reaction prediction with 1.9M reactions from USPTO patents (1976-2016). Predict the product of the given reaction. Given the reactants C1(P(=O)(C2C=CC=CC=2)C2C=CC=CC=2)C=CC=CC=1.FC(F)(F)S(OS(C(F)(F)F)(=O)=O)(=O)=O.[C:36]([N:39]1[CH2:44][CH2:43][N:42]([CH2:45][CH:46]([S:79]CC2C=CC=CC=2)[CH2:47][NH:48][C:49]([C:51]2[NH:52][C:53]3[C:58]([CH:59]=2)=[CH:57][C:56]([O:60][CH2:61][CH2:62][CH2:63][S:64]([CH3:67])(=[O:66])=[O:65])=[CH:55][C:54]=3[N:68]([CH3:78])[S:69]([C:72]2[CH:77]=[CH:76][CH:75]=[CH:74][N:73]=2)(=[O:71])=[O:70])=O)[CH2:41][CH2:40]1)(=[O:38])[CH3:37].C1(SC)C=CC=CC=1, predict the reaction product. The product is: [C:36]([N:39]1[CH2:44][CH2:43][N:42]([CH2:45][CH:46]2[S:79][C:49]([C:51]3[NH:52][C:53]4[C:58]([CH:59]=3)=[CH:57][C:56]([O:60][CH2:61][CH2:62][CH2:63][S:64]([CH3:67])(=[O:66])=[O:65])=[CH:55][C:54]=4[N:68]([CH3:78])[S:69]([C:72]3[CH:77]=[CH:76][CH:75]=[CH:74][N:73]=3)(=[O:70])=[O:71])=[N:48][CH2:47]2)[CH2:41][CH2:40]1)(=[O:38])[CH3:37].